This data is from Rat liver microsome stability data. The task is: Regression/Classification. Given a drug SMILES string, predict its absorption, distribution, metabolism, or excretion properties. Task type varies by dataset: regression for continuous measurements (e.g., permeability, clearance, half-life) or binary classification for categorical outcomes (e.g., BBB penetration, CYP inhibition). Dataset: rlm. (1) The result is 1 (stable in rat liver microsomes). The compound is N#Cc1cccc(-c2nccc(-n3ccnc3)n2)c1. (2) The molecule is NC(=O)C1CCN(c2ncc(Br)cn2)CC1. The result is 0 (unstable in rat liver microsomes).